Dataset: Forward reaction prediction with 1.9M reactions from USPTO patents (1976-2016). Task: Predict the product of the given reaction. (1) Given the reactants [O:1]=[C:2]1[C@@H:6]([NH:7]C(OCC2C=CC=CC=2)=O)[CH2:5][CH2:4][N:3]1[C:18]1[S:19][C:20]2[CH2:21][N:22]([C:27]([O:29][C:30]([CH3:33])([CH3:32])[CH3:31])=[O:28])[CH2:23][CH2:24][C:25]=2[N:26]=1.C([O-])=O.[NH4+].C(Cl)Cl, predict the reaction product. The product is: [NH2:7][C@H:6]1[CH2:5][CH2:4][N:3]([C:18]2[S:19][C:20]3[CH2:21][N:22]([C:27]([O:29][C:30]([CH3:32])([CH3:31])[CH3:33])=[O:28])[CH2:23][CH2:24][C:25]=3[N:26]=2)[C:2]1=[O:1]. (2) Given the reactants [Br:1][C:2]1[CH:3]=[CH:4][C:5]2[O:9][C:8]([CH:11]3[CH2:16][CH2:15][NH:14][CH2:13][CH2:12]3)([CH3:10])[CH2:7][C:6]=2[CH:17]=1.Cl[C:19]1[N:24]=[CH:23][C:22]([CH:25]2[CH2:27][CH2:26]2)=[CH:21][N:20]=1.C([O-])([O-])=O.[K+].[K+], predict the reaction product. The product is: [Br:1][C:2]1[CH:3]=[CH:4][C:5]2[O:9][C:8]([CH:11]3[CH2:16][CH2:15][N:14]([C:19]4[N:24]=[CH:23][C:22]([CH:25]5[CH2:27][CH2:26]5)=[CH:21][N:20]=4)[CH2:13][CH2:12]3)([CH3:10])[CH2:7][C:6]=2[CH:17]=1. (3) The product is: [CH:1]12[CH2:2][CH:3]([CH2:4][CH2:5][CH2:6]1)[C:7](=[O:9])[O:12][C:10]2=[O:11]. Given the reactants [CH:1]1([C:10]([OH:12])=[O:11])[CH2:6][CH2:5][CH2:4][CH:3]([C:7]([OH:9])=O)[CH2:2]1, predict the reaction product.